This data is from Forward reaction prediction with 1.9M reactions from USPTO patents (1976-2016). The task is: Predict the product of the given reaction. Given the reactants [NH2:1][C:2]1[CH:3]=[C:4]2[C:9](=[CH:10][C:11]=1[N+:12]([O-:14])=[O:13])[NH:8][C:7](=[O:15])[N:6]([NH:16][S:17]([CH3:20])(=[O:19])=[O:18])[C:5]2=[O:21].CO[CH:24]1[CH2:28][CH2:27][CH:26](OC)O1, predict the reaction product. The product is: [N+:12]([C:11]1[CH:10]=[C:9]2[C:4]([C:5](=[O:21])[N:6]([NH:16][S:17]([CH3:20])(=[O:18])=[O:19])[C:7](=[O:15])[NH:8]2)=[CH:3][C:2]=1[N:1]1[CH:24]=[CH:28][CH:27]=[CH:26]1)([O-:14])=[O:13].